This data is from Forward reaction prediction with 1.9M reactions from USPTO patents (1976-2016). The task is: Predict the product of the given reaction. (1) Given the reactants O[CH2:2][CH2:3][NH:4][CH2:5][C:6]([NH:8][C:9]1[CH:10]=[N:11][CH:12]=[CH:13][CH:14]=1)=[O:7].C(P(CCCC)CCCC)CCC.Cl.C(N(CC)CC)C, predict the reaction product. The product is: [N:11]1[CH:12]=[CH:13][CH:14]=[C:9]([N:8]2[CH2:2][CH2:3][NH:4][CH2:5][C:6]2=[O:7])[CH:10]=1. (2) Given the reactants [C:1]([O:4][C@@H:5]1[C@@H:10]([O:11][C:12](=[O:14])[CH3:13])[C@H:9]([C:15]2[CH:20]=[CH:19][C:18]([Cl:21])=[C:17]([CH2:22][C:23]3[CH:28]=[CH:27][C:26]([O:29][CH2:30][CH3:31])=[CH:25][CH:24]=3)[CH:16]=2)[O:8][CH:7](O)[C@H:6]1[O:33][C:34](=[O:36])[CH3:35])(=[O:3])[CH3:2].Cl.[NH2:38][OH:39].C1CCN2C(=NCCC2)CC1.ClN1C(=O)CCC1=O, predict the reaction product. The product is: [C:1]([O:4][C@@H:5]1[C@@H:10]([O:11][C:12](=[O:14])[CH3:13])[C@H:9]([C:15]2[CH:20]=[CH:19][C:18]([Cl:21])=[C:17]([CH2:22][C:23]3[CH:28]=[CH:27][C:26]([O:29][CH2:30][CH3:31])=[CH:25][CH:24]=3)[CH:16]=2)[O:8]/[C:7](=[N:38]\[OH:39])/[C@H:6]1[O:33][C:34](=[O:36])[CH3:35])(=[O:3])[CH3:2]. (3) Given the reactants Cl[C:2]1[NH:3][C:4](=[O:13])[C:5]2[C:10]([CH:11]=1)=[C:9]([CH3:12])[CH:8]=[CH:7][CH:6]=2.[CH3:14][N:15]1[CH2:20][CH2:19][NH:18][CH2:17][C:16]1=[O:21], predict the reaction product. The product is: [CH3:14][N:15]1[CH2:20][CH2:19][N:18]([C:2]2[NH:3][C:4](=[O:13])[C:5]3[C:10]([CH:11]=2)=[C:9]([CH3:12])[CH:8]=[CH:7][CH:6]=3)[CH2:17][C:16]1=[O:21]. (4) Given the reactants [Br:1][C:2]1[N:6]([CH3:7])[CH:5]=[N:4][C:3]=1[C:8]1[CH:13]=[C:12]([C:14]#[N:15])[CH:11]=[CH:10][N:9]=1.[Cl:16][C:17]1[CH:22]=[CH:21][CH:20]=[CH:19][C:18]=1CN1C=C(C2C=C(C#N)C=CN=2)N=C1, predict the reaction product. The product is: [Br:1][C:2]1[N:6]([CH2:7][C:18]2[CH:19]=[CH:20][CH:21]=[CH:22][C:17]=2[Cl:16])[CH:5]=[N:4][C:3]=1[C:8]1[CH:13]=[C:12]([CH:11]=[CH:10][N:9]=1)[C:14]#[N:15]. (5) The product is: [Cl:14][C:15]1[N:20]=[C:19]([CH:21]([F:11])[CH3:22])[CH:18]=[CH:17][N:16]=1. Given the reactants COCCN(S(F)(F)[F:11])CCOC.[Cl:14][C:15]1[N:20]=[C:19]([CH:21](O)[CH3:22])[CH:18]=[CH:17][N:16]=1, predict the reaction product.